Dataset: Peptide-MHC class II binding affinity with 134,281 pairs from IEDB. Task: Regression. Given a peptide amino acid sequence and an MHC pseudo amino acid sequence, predict their binding affinity value. This is MHC class II binding data. (1) The peptide sequence is LIEDYFEALSLQLSG. The MHC is DRB1_0405 with pseudo-sequence DRB1_0405. The binding affinity (normalized) is 0.657. (2) The peptide sequence is KLIEDINVGFKAAVA. The MHC is DRB3_0101 with pseudo-sequence DRB3_0101. The binding affinity (normalized) is 0.676. (3) The peptide sequence is GPTHLFSPSLVLDMAK. The MHC is H-2-IAb with pseudo-sequence H-2-IAb. The binding affinity (normalized) is 0.596. (4) The peptide sequence is SQDNELSWNLNGLQAY. The MHC is DRB1_0802 with pseudo-sequence DRB1_0802. The binding affinity (normalized) is 0.213. (5) The peptide sequence is GELQLVDKIDAAFKI. The MHC is DRB3_0202 with pseudo-sequence DRB3_0202. The binding affinity (normalized) is 0.348.